This data is from Reaction yield outcomes from USPTO patents with 853,638 reactions. The task is: Predict the reaction yield, written as a fraction of the theoretical maximum amount of product (1.0 means a 100% yield; for example, 0.34 means a 34% yield). The reactants are [C:1]([C:4]1[C:5](=[O:23])[N:6]([CH2:19][CH:20]2[CH2:22][CH2:21]2)[N:7]=[C:8]([C:10]2[CH:11]=[CH:12][C:13]3[O:17][CH2:16][CH2:15][C:14]=3[CH:18]=2)[CH:9]=1)([OH:3])=[O:2].O1C2C=CC(C3C=C(C(OC)=O)C(=O)NN=3)=CC=2CC1.[F:44][C:45]1C=CC(CCl)=[CH:47][CH:46]=1. The yield is 0.547. The product is [C:1]([C:4]1[C:5](=[O:23])[N:6]([CH2:19][C:20]2[CH:47]=[CH:46][C:45]([F:44])=[CH:21][CH:22]=2)[N:7]=[C:8]([C:10]2[CH:11]=[CH:12][C:13]3[O:17][CH2:16][CH2:15][C:14]=3[CH:18]=2)[CH:9]=1)([OH:3])=[O:2]. No catalyst specified.